This data is from Forward reaction prediction with 1.9M reactions from USPTO patents (1976-2016). The task is: Predict the product of the given reaction. Given the reactants [CH2:1]([O:8][C:9]([NH:11][CH2:12][C:13]([OH:15])=O)=[O:10])[C:2]1[CH:7]=[CH:6][CH:5]=[CH:4][CH:3]=1.[C:16]([O:20][C:21](=[O:37])[NH:22][CH2:23][CH2:24][CH2:25][C@H:26]([NH:29][C:30]([O:32][C:33]([CH3:36])([CH3:35])[CH3:34])=[O:31])[CH2:27][NH2:28])([CH3:19])([CH3:18])[CH3:17].C(Cl)CCl.C1C=CC2N(O)N=NC=2C=1, predict the reaction product. The product is: [CH2:1]([O:8][C:9](=[O:10])[NH:11][CH2:12][C:13]([NH:28][CH2:27][C@@H:26]([NH:29][C:30]([O:32][C:33]([CH3:36])([CH3:35])[CH3:34])=[O:31])[CH2:25][CH2:24][CH2:23][NH:22][C:21]([O:20][C:16]([CH3:18])([CH3:19])[CH3:17])=[O:37])=[O:15])[C:2]1[CH:3]=[CH:4][CH:5]=[CH:6][CH:7]=1.